Dataset: Full USPTO retrosynthesis dataset with 1.9M reactions from patents (1976-2016). Task: Predict the reactants needed to synthesize the given product. (1) Given the product [NH2:22][C:18]1[N:17]=[CH:16][N:15]=[C:14]2[C:19]=1[N:20]=[CH:21][N:13]2[C@H:5]1[C@@H:6]2[O:10][C:9]([CH3:12])([CH3:11])[O:8][C@@H:7]2[C@@H:3]([CH2:2][NH:1][CH:24]2[CH2:27][CH:26]([CH2:28][CH2:29][C:30]([O:32][CH2:33][C:34]3[CH:35]=[CH:36][CH:37]=[CH:38][CH:39]=3)=[O:31])[CH2:25]2)[O:4]1, predict the reactants needed to synthesize it. The reactants are: [NH2:1][CH2:2][C@@H:3]1[C@H:7]2[O:8][C:9]([CH3:12])([CH3:11])[O:10][C@H:6]2[C@H:5]([N:13]2[CH:21]=[N:20][C:19]3[C:14]2=[N:15][CH:16]=[N:17][C:18]=3[NH2:22])[O:4]1.O=[C:24]1[CH2:27][CH:26]([CH2:28][CH2:29][C:30]([O:32][CH2:33][C:34]2[CH:39]=[CH:38][CH:37]=[CH:36][CH:35]=2)=[O:31])[CH2:25]1.C(O)(=O)C.C(O[BH-](OC(=O)C)OC(=O)C)(=O)C.[Na+]. (2) The reactants are: [Br:1][C:2]1[CH:10]=[CH:9][C:5]2S[CH:7]=[CH:8][C:4]=2[CH:3]=1.O[O:12][S:13]([O-:15])=O.[K+].O.C(OCC)(=O)C. Given the product [Br:1][C:2]1[CH:10]=[CH:9][C:5]2[S:13](=[O:15])(=[O:12])[CH:7]=[CH:8][C:4]=2[CH:3]=1, predict the reactants needed to synthesize it. (3) Given the product [CH3:17][C:12]1[C:11]([C:8]2[CH:9]=[C:10]3[C:2]([CH:31]([CH:25]4[CH2:26][CH:27]5[CH2:30][CH:24]4[CH2:29][CH2:28]5)[OH:32])=[CH:3][N:4]([CH3:18])[C:5]3=[N:6][CH:7]=2)=[C:15]([CH3:16])[O:14][N:13]=1, predict the reactants needed to synthesize it. The reactants are: I[C:2]1[C:10]2[C:5](=[N:6][CH:7]=[C:8]([C:11]3[C:12]([CH3:17])=[N:13][O:14][C:15]=3[CH3:16])[CH:9]=2)[N:4]([CH3:18])[CH:3]=1.C([Mg]Cl)(C)C.[CH:24]12[CH2:30][CH:27]([CH2:28][CH2:29]1)[CH2:26][CH:25]2[CH:31]=[O:32].O. (4) Given the product [C:17]1(=[CH:11][C:12]([O:14][CH2:15][CH3:16])=[O:13])[CH2:22][CH2:21][CH2:20][CH2:19][CH2:18]1, predict the reactants needed to synthesize it. The reactants are: [H-].[Na+].C(OP([CH2:11][C:12]([O:14][CH2:15][CH3:16])=[O:13])(OCC)=O)C.[C:17]1(=O)[CH2:22][CH2:21][CH2:20][CH2:19][CH2:18]1. (5) Given the product [F:38][C:36]([F:37])([F:39])[C:35]([C:32]1[CH:33]=[CH:34][C:29]([CH2:28][N:25]2[CH2:24][CH2:23][N:22]([CH2:21][C:20]3[CH:19]=[C:18]([NH:17][C:8]([NH:7][C:4]4[CH:3]=[CH:2][N:1]=[CH:6][CH:5]=4)=[O:16])[CH:47]=[CH:46][CH:45]=3)[CH2:27][CH2:26]2)=[CH:30][CH:31]=1)([OH:44])[C:40]([F:43])([F:42])[F:41], predict the reactants needed to synthesize it. The reactants are: [N:1]1[CH:6]=[CH:5][C:4]([NH:7][C:8](=[O:16])OC2C=CC=CC=2)=[CH:3][CH:2]=1.[NH2:17][C:18]1[CH:19]=[C:20]([CH:45]=[CH:46][CH:47]=1)[CH2:21][N:22]1[CH2:27][CH2:26][N:25]([CH2:28][C:29]2[CH:34]=[CH:33][C:32]([C:35]([OH:44])([C:40]([F:43])([F:42])[F:41])[C:36]([F:39])([F:38])[F:37])=[CH:31][CH:30]=2)[CH2:24][CH2:23]1. (6) The reactants are: [N:1]1[CH:6]=[CH:5][N:4]=[C:3]2[NH:7][C:8]([C:10]3[CH:11]=[C:12]([CH:15]=[CH:16][CH:17]=3)[CH:13]=[O:14])=[CH:9][C:2]=12.[BH4-].[Na+].O. Given the product [N:1]1[CH:6]=[CH:5][N:4]=[C:3]2[NH:7][C:8]([C:10]3[CH:11]=[C:12]([CH2:13][OH:14])[CH:15]=[CH:16][CH:17]=3)=[CH:9][C:2]=12, predict the reactants needed to synthesize it.